Dataset: Retrosynthesis with 50K atom-mapped reactions and 10 reaction types from USPTO. Task: Predict the reactants needed to synthesize the given product. Given the product CN(CCc1cc2cc(-c3ccc(C(=O)N4CCOCC4)cn3)ccc2o1)C(C)(C)C, predict the reactants needed to synthesize it. The reactants are: CNC(C)(C)C.CS(=O)(=O)OCCc1cc2cc(-c3ccc(C(=O)N4CCOCC4)cn3)ccc2o1.